Predict which catalyst facilitates the given reaction. From a dataset of Catalyst prediction with 721,799 reactions and 888 catalyst types from USPTO. (1) Reactant: [NH2:1][C:2]1[N:7]=[CH:6][N:5]=[C:4]2[N:8]([C:33]3[CH:38]=[CH:37][C:36](C=O)=[CH:35][CH:34]=3)[N:9]=[C:10]([C:11]3[CH:16]=[CH:15][C:14]([NH:17][C:18](=[O:30])[C:19]4[CH:24]=[CH:23][C:22]([C:25]([F:28])([F:27])[F:26])=[CH:21][C:20]=4[F:29])=[C:13]([O:31][CH3:32])[CH:12]=3)[C:3]=12.[CH3:41][O:42][CH2:43][CH2:44][NH2:45].[C:46](O[BH-](OC(=O)C)OC(=O)C)(=O)C.[Na+].[OH-].[Na+]. Product: [NH2:1][C:2]1[N:7]=[CH:6][N:5]=[C:4]2[N:8]([C:33]3[CH:34]=[CH:35][C:36]([CH2:46][NH:45][CH2:44][CH2:43][O:42][CH3:41])=[CH:37][CH:38]=3)[N:9]=[C:10]([C:11]3[CH:16]=[CH:15][C:14]([NH:17][C:18](=[O:30])[C:19]4[CH:24]=[CH:23][C:22]([C:25]([F:28])([F:27])[F:26])=[CH:21][C:20]=4[F:29])=[C:13]([O:31][CH3:32])[CH:12]=3)[C:3]=12. The catalyst class is: 68. (2) Reactant: [CH3:1][C:2]1[C:7]([N:8]2[CH2:13][CH2:12]N[CH2:10][CH2:9]2)=[C:6]([CH3:14])[CH:5]=[C:4]([CH3:15])[C:3]=1[NH2:16].[CH3:17]CN(C(C)C)C(C)C.ClC(Cl)(O[C:30](=[O:36])OC(Cl)(Cl)Cl)Cl.[CH2:38]([N:45]1[CH2:50][CH2:49][N:48]([CH2:51][CH2:52][NH2:53])[CH2:47][CH2:46]1)[C:39]1[CH:44]=[CH:43][CH:42]=[CH:41][CH:40]=1. Product: [CH2:38]([N:45]1[CH2:46][CH2:47][N:48]([CH2:51][CH2:52][NH:53][C:30]([NH:16][C:3]2[C:4]([CH3:15])=[CH:5][C:6]([CH3:14])=[C:7]([N:8]3[CH2:9][CH2:10][CH2:17][CH2:12][CH2:13]3)[C:2]=2[CH3:1])=[O:36])[CH2:49][CH2:50]1)[C:39]1[CH:40]=[CH:41][CH:42]=[CH:43][CH:44]=1. The catalyst class is: 26.